From a dataset of Catalyst prediction with 721,799 reactions and 888 catalyst types from USPTO. Predict which catalyst facilitates the given reaction. (1) Reactant: [NH2:1][C:2]1[C:3]([C:7]2[N:8]([CH2:18][CH3:19])[C:9]3[C:14]([OH:15])=[CH:13][N:12]=[C:11]([Cl:16])[C:10]=3[N:17]=2)=[N:4][O:5][N:6]=1.C(=O)([O-])[O-].[Cs+].[Cs+].[CH3:26][C:27]1[CH:32]=[CH:31][C:30]([S:33]([O:36][CH2:37][CH:38]([CH2:42]OS(C2C=CC(C)=CC=2)(=O)=O)[CH2:39][CH2:40][CH3:41])(=[O:35])=[O:34])=[CH:29][CH:28]=1. Product: [CH3:26][C:27]1[CH:32]=[CH:31][C:30]([S:33]([O:36][CH2:37][CH:38]([CH2:42][O:15][C:14]2[C:9]3[N:8]([CH2:18][CH3:19])[C:7]([C:3]4[C:2]([NH2:1])=[N:6][O:5][N:4]=4)=[N:17][C:10]=3[C:11]([Cl:16])=[N:12][CH:13]=2)[CH2:39][CH2:40][CH3:41])(=[O:35])=[O:34])=[CH:29][CH:28]=1. The catalyst class is: 18. (2) Reactant: [C:1]([N:7]1[C@@H:11]([C:12]2[CH:17]=[CH:16][CH:15]=[CH:14][CH:13]=2)[C@@H:10]([C:18]2[CH:23]=[CH:22][CH:21]=[CH:20][CH:19]=2)[O:9][C:8]1=[O:24])(=[O:6])[CH2:2][CH2:3][CH:4]=[CH2:5].[Li+].CC([N-]C(C)C)C.Br[CH2:34][C:35]1[C:40]([F:41])=[CH:39][CH:38]=[CH:37][C:36]=1[Cl:42]. Product: [Cl:42][C:36]1[CH:37]=[CH:38][CH:39]=[C:40]([F:41])[C:35]=1[CH2:34][C@@H:2]([CH2:3][CH:4]=[CH2:5])[C:1]([N:7]1[C@@H:11]([C:12]2[CH:17]=[CH:16][CH:15]=[CH:14][CH:13]=2)[C@@H:10]([C:18]2[CH:23]=[CH:22][CH:21]=[CH:20][CH:19]=2)[O:9][C:8]1=[O:24])=[O:6]. The catalyst class is: 1. (3) Reactant: [C:1]([O:5][C:6]([N:8]1[CH2:13][CH2:12][O:11][CH2:10][CH:9]1[C:14]#[N:15])=[O:7])([CH3:4])([CH3:3])[CH3:2].Cl.[NH2:17][OH:18].C(=O)([O-])[O-].[Na+].[Na+]. Product: [C:1]([O:5][C:6]([N:8]1[CH2:13][CH2:12][O:11][CH2:10][CH:9]1[C:14](=[NH:15])[NH:17][OH:18])=[O:7])([CH3:4])([CH3:3])[CH3:2]. The catalyst class is: 24.